From a dataset of Full USPTO retrosynthesis dataset with 1.9M reactions from patents (1976-2016). Predict the reactants needed to synthesize the given product. Given the product [NH2:30][C:29]1[S:28][C:27]2[CH:26]=[C:5]([O:6][C:7]3[CH:8]=[C:9]([CH:23]=[CH:24][CH:25]=3)[C:10]([NH:12][C:13]3[CH:18]=[CH:17][C:16]([C:19]([F:20])([F:21])[F:22])=[CH:15][CH:14]=3)=[O:11])[CH:4]=[CH:3][C:2]=2[N:1]=1, predict the reactants needed to synthesize it. The reactants are: [NH2:1][C:2]1[CH:27]=[CH:26][C:5]([O:6][C:7]2[CH:8]=[C:9]([CH:23]=[CH:24][CH:25]=2)[C:10]([NH:12][C:13]2[CH:18]=[CH:17][C:16]([C:19]([F:22])([F:21])[F:20])=[CH:15][CH:14]=2)=[O:11])=[CH:4][CH:3]=1.[S-:28][C:29]#[N:30].[K+].BrBr.